This data is from Forward reaction prediction with 1.9M reactions from USPTO patents (1976-2016). The task is: Predict the product of the given reaction. (1) Given the reactants Cl[C:2]1[CH:3]=[C:4]([CH:12]([CH2:24][CH:25]2[CH2:30][CH2:29][O:28][CH2:27][CH2:26]2)[C:13]([NH:15][C:16]2[CH:21]=[N:20][C:19]([C:22]#[N:23])=[CH:18][N:17]=2)=[O:14])[CH:5]=[CH:6][C:7]=1[S:8]([CH3:11])(=[O:10])=[O:9].[ClH:31].[NH2:32][OH:33].C(=O)([O-])[O-].[Na+].[Na+], predict the reaction product. The product is: [Cl:31][C:2]1[CH:3]=[C:4]([CH:12]([CH2:24][CH:25]2[CH2:30][CH2:29][O:28][CH2:27][CH2:26]2)[C:13]([NH:15][C:16]2[CH:21]=[N:20][C:19]([C:22](=[NH:23])[NH:32][OH:33])=[CH:18][N:17]=2)=[O:14])[CH:5]=[CH:6][C:7]=1[S:8]([CH3:11])(=[O:10])=[O:9]. (2) Given the reactants [C:1]([O:5][C:6](=[O:21])[CH2:7][NH:8][CH2:9][C:10]1[N:15]=[C:14]([C:16]([O:18][CH2:19][CH3:20])=[O:17])[CH:13]=[CH:12][CH:11]=1)([CH3:4])([CH3:3])[CH3:2].O.C(=O)([O-])O.[Na+].Cl[C:29]([O:31][CH2:32][C:33]1[CH:38]=[CH:37][CH:36]=[CH:35][CH:34]=1)=[O:30], predict the reaction product. The product is: [CH2:32]([O:31][C:29]([N:8]([CH2:9][C:10]1[N:15]=[C:14]([C:16]([O:18][CH2:19][CH3:20])=[O:17])[CH:13]=[CH:12][CH:11]=1)[CH2:7][C:6]([O:5][C:1]([CH3:4])([CH3:3])[CH3:2])=[O:21])=[O:30])[C:33]1[CH:38]=[CH:37][CH:36]=[CH:35][CH:34]=1. (3) Given the reactants C(OC([C:6]1[N:7]=[C:8]([CH:12]2[CH2:14][CH2:13]2)S[C:10]=1N)=O)C.C(O[C:18]([C:20]1[N:21]=[C:22]([CH:32]2[CH2:34][CH2:33]2)[S:23][C:24]=1[NH:25][C:26]1[CH:27]=[N:28][CH:29]=[CH:30][CH:31]=1)=[O:19])C.C1(C2SC(NC3C=NC=CC=3)=C(C(O)=O)[N:42]=2)CC1, predict the reaction product. The product is: [CH3:10][C:6]1[N:7]=[C:8]([NH:42][C:18]([C:20]2[N:21]=[C:22]([CH:32]3[CH2:33][CH2:34]3)[S:23][C:24]=2[NH:25][C:26]2[CH:27]=[N:28][CH:29]=[CH:30][CH:31]=2)=[O:19])[CH:12]=[CH:14][CH:13]=1. (4) Given the reactants [NH2:1][C:2]1[C:7]([N+:8]([O-])=O)=[CH:6]N=[C:4]([N:11]2[CH2:16][CH2:15][CH2:14][C@@H:13]([C:17]([N:19]3[CH2:23][CH2:22][CH2:21][CH2:20]3)=[O:18])[CH2:12]2)[N:3]=1.[Br:24][C:25]1[CH:26]=[N:27][CH:28]=[C:29]([CH:32]=1)[CH:30]=O.S(S([O-])(=O)=O)([O-])(=O)=O.[Na+].[Na+].[CH2:43](O)C, predict the reaction product. The product is: [Br:24][C:25]1[CH:32]=[C:29]([C:30]2[NH:1][C:2]3=[N:3][C:4]([N:11]4[CH2:16][CH2:15][CH2:14][C@@H:13]([C:17]([N:19]5[CH2:20][CH2:21][CH2:22][CH2:23]5)=[O:18])[CH2:12]4)=[CH:43][CH:6]=[C:7]3[N:8]=2)[CH:28]=[N:27][CH:26]=1. (5) The product is: [O:28]=[C:29]1[NH:37][C:32]2=[N:33][CH:34]=[CH:35][CH:36]=[C:31]2[C:30]21[CH2:48][C:40]1[CH:41]=[N:42][C:43]([C:45]([NH:1][C@H:2]3[C:15](=[O:16])[N:14]([CH2:17][C:18]4[CH:23]=[CH:22][C:21]([C:24]([F:26])([F:25])[F:27])=[CH:20][CH:19]=4)[CH2:13][C:5]4[C:6]5[CH:7]=[N:8][NH:9][C:10]=5[CH:11]=[CH:12][C:4]=4[CH2:3]3)=[O:46])=[CH:44][C:39]=1[CH2:38]2. Given the reactants [NH2:1][C@H:2]1[C:15](=[O:16])[N:14]([CH2:17][C:18]2[CH:23]=[CH:22][C:21]([C:24]([F:27])([F:26])[F:25])=[CH:20][CH:19]=2)[CH2:13][C:5]2[C:6]3[CH:7]=[N:8][NH:9][C:10]=3[CH:11]=[CH:12][C:4]=2[CH2:3]1.[O:28]=[C:29]1[NH:37][C:32]2=[N:33][CH:34]=[CH:35][CH:36]=[C:31]2[C:30]21[CH2:48][C:40]1[CH:41]=[N:42][C:43]([C:45](O)=[O:46])=[CH:44][C:39]=1[CH2:38]2.C1C=CC2N(O)N=NC=2C=1.C(Cl)CCl, predict the reaction product.